Dataset: Forward reaction prediction with 1.9M reactions from USPTO patents (1976-2016). Task: Predict the product of the given reaction. (1) Given the reactants [CH2:1]([O:3][C:4](=[O:22])[CH2:5][C@@H:6]([NH:13][C:14]1[C:19]([NH2:20])=[CH:18][CH:17]=[C:16]([CH3:21])[N:15]=1)[C:7]1[CH:12]=[CH:11][CH:10]=[CH:9][CH:8]=1)[CH3:2].C1N=CN([C:28](N2C=NC=C2)=[O:29])C=1, predict the reaction product. The product is: [CH2:1]([O:3][C:4](=[O:22])[CH2:5][C@@H:6]([N:13]1[C:14]2=[N:15][C:16]([CH3:21])=[CH:17][CH:18]=[C:19]2[NH:20][C:28]1=[O:29])[C:7]1[CH:8]=[CH:9][CH:10]=[CH:11][CH:12]=1)[CH3:2]. (2) Given the reactants I[C:2]1[CH:3]=[C:4]2[C:9](=[CH:10][CH:11]=1)[O:8][CH2:7][CH2:6][CH:5]2[OH:12].C(Cl)Cl.[CH2:16]([Mg]Br)[C:17]([CH3:20])([CH3:19])[CH3:18], predict the reaction product. The product is: [CH2:16]([C:2]1[CH:3]=[C:4]2[C:9](=[CH:10][CH:11]=1)[O:8][CH2:7][CH2:6][CH:5]2[OH:12])[C:17]([CH3:20])([CH3:19])[CH3:18].